From a dataset of NCI-60 drug combinations with 297,098 pairs across 59 cell lines. Regression. Given two drug SMILES strings and cell line genomic features, predict the synergy score measuring deviation from expected non-interaction effect. (1) Drug 1: CC1=C(N=C(N=C1N)C(CC(=O)N)NCC(C(=O)N)N)C(=O)NC(C(C2=CN=CN2)OC3C(C(C(C(O3)CO)O)O)OC4C(C(C(C(O4)CO)O)OC(=O)N)O)C(=O)NC(C)C(C(C)C(=O)NC(C(C)O)C(=O)NCCC5=NC(=CS5)C6=NC(=CS6)C(=O)NCCC[S+](C)C)O. Drug 2: C1CNP(=O)(OC1)N(CCCl)CCCl. Cell line: T-47D. Synergy scores: CSS=7.83, Synergy_ZIP=-2.39, Synergy_Bliss=-1.90, Synergy_Loewe=-19.9, Synergy_HSA=-2.40. (2) Drug 2: CCC1(CC2CC(C3=C(CCN(C2)C1)C4=CC=CC=C4N3)(C5=C(C=C6C(=C5)C78CCN9C7C(C=CC9)(C(C(C8N6C)(C(=O)OC)O)OC(=O)C)CC)OC)C(=O)OC)O.OS(=O)(=O)O. Cell line: 786-0. Drug 1: C1=CN(C(=O)N=C1N)C2C(C(C(O2)CO)O)O.Cl. Synergy scores: CSS=19.3, Synergy_ZIP=-4.84, Synergy_Bliss=0.153, Synergy_Loewe=-1.12, Synergy_HSA=-0.762.